Dataset: Forward reaction prediction with 1.9M reactions from USPTO patents (1976-2016). Task: Predict the product of the given reaction. (1) Given the reactants [Cl:1][C:2]1[C:7]([O:8][CH3:9])=[CH:6][C:5]([O:10][CH3:11])=[C:4]([Cl:12])[C:3]=1[C:13]1[C:25](=[O:26])[N:24]([CH2:27][CH2:28][O:29][CH:30]2[CH2:35][CH2:34][N:33](C(OC(C)(C)C)=O)[CH2:32][CH2:31]2)[C:16]2[N:17]=[C:18]([NH:21][CH2:22][CH3:23])[N:19]=[CH:20][C:15]=2[CH:14]=1.C(O)(C(F)(F)F)=O, predict the reaction product. The product is: [Cl:12][C:4]1[C:5]([O:10][CH3:11])=[CH:6][C:7]([O:8][CH3:9])=[C:2]([Cl:1])[C:3]=1[C:13]1[C:25](=[O:26])[N:24]([CH2:27][CH2:28][O:29][CH:30]2[CH2:31][CH2:32][NH:33][CH2:34][CH2:35]2)[C:16]2[N:17]=[C:18]([NH:21][CH2:22][CH3:23])[N:19]=[CH:20][C:15]=2[CH:14]=1. (2) The product is: [C:29]([NH:32][NH:33][C:25]([C:9]1[N:10]=[C:11]([N:12]2[CH2:17][CH2:16][N:15]3[C:18]([C:21]([F:23])([F:22])[F:24])=[N:19][N:20]=[C:14]3[CH2:13]2)[C:6]2[CH:5]=[C:4]([CH2:1][CH2:2][CH3:3])[S:28][C:7]=2[N:8]=1)=[O:26])(=[O:31])[CH3:30]. Given the reactants [CH2:1]([C:4]1[S:28][C:7]2[N:8]=[C:9]([C:25](O)=[O:26])[N:10]=[C:11]([N:12]3[CH2:17][CH2:16][N:15]4[C:18]([C:21]([F:24])([F:23])[F:22])=[N:19][N:20]=[C:14]4[CH2:13]3)[C:6]=2[CH:5]=1)[CH2:2][CH3:3].[C:29]([NH:32][NH2:33])(=[O:31])[CH3:30].CN(C(ON1N=NC2C=CC=NC1=2)=[N+](C)C)C.F[P-](F)(F)(F)(F)F.C(N(CC)CC)C, predict the reaction product.